This data is from Forward reaction prediction with 1.9M reactions from USPTO patents (1976-2016). The task is: Predict the product of the given reaction. Given the reactants Cl[C:2]1[N:7]=[C:6]([C:8]2([S:21]([CH3:24])(=[O:23])=[O:22])[CH2:13][CH2:12][N:11](C(OC(C)(C)C)=O)[CH2:10][CH2:9]2)[CH:5]=[C:4]([N:25]2[CH2:30][CH2:29][O:28][CH2:27][CH2:26]2)[N:3]=1.C(=O)([O-])[O-].[Na+].[Na+].[NH:37]1[C:45]2[C:40](=[C:41](B(O)O)[CH:42]=[CH:43][CH:44]=2)[CH:39]=[CH:38]1, predict the reaction product. The product is: [CH3:24][S:21]([C:8]1([C:6]2[CH:5]=[C:4]([N:25]3[CH2:30][CH2:29][O:28][CH2:27][CH2:26]3)[N:3]=[C:2]([C:41]3[CH:42]=[CH:43][CH:44]=[C:45]4[C:40]=3[CH:39]=[CH:38][NH:37]4)[N:7]=2)[CH2:13][CH2:12][NH:11][CH2:10][CH2:9]1)(=[O:22])=[O:23].